This data is from Reaction yield outcomes from USPTO patents with 853,638 reactions. The task is: Predict the reaction yield, written as a fraction of the theoretical maximum amount of product (1.0 means a 100% yield; for example, 0.34 means a 34% yield). The reactants are [Si:1]([O:8][C:9]1[CH:10]=[C:11]([CH:14]=[CH:15][CH:16]=1)[CH:12]=O)([C:4]([CH3:7])([CH3:6])[CH3:5])([CH3:3])[CH3:2].Cl.[NH2:18][C:19]1([C:24]([O:26][CH2:27][CH3:28])=[O:25])[CH2:23][CH2:22][CH2:21][CH2:20]1. No catalyst specified. The product is [Si:1]([O:8][C:9]1[CH:10]=[C:11]([CH:14]=[CH:15][CH:16]=1)[CH2:12][NH:18][C:19]1([C:24]([O:26][CH2:27][CH3:28])=[O:25])[CH2:23][CH2:22][CH2:21][CH2:20]1)([C:4]([CH3:7])([CH3:6])[CH3:5])([CH3:3])[CH3:2]. The yield is 0.770.